Dataset: Forward reaction prediction with 1.9M reactions from USPTO patents (1976-2016). Task: Predict the product of the given reaction. (1) Given the reactants [O:1]=[C:2]1[NH:6][C:5]2[CH:7]=[C:8]([CH2:11][C:12]([OH:14])=O)[CH:9]=[CH:10][C:4]=2[S:3]1.[C:15]1([C@H:21]([NH2:28])[CH2:22][N:23]2[CH2:27][CH2:26][CH2:25][CH2:24]2)[CH:20]=[CH:19][CH:18]=[CH:17][CH:16]=1.CCN=C=NCCCN(C)C.C1C=CC2N(O)N=NC=2C=1, predict the reaction product. The product is: [O:1]=[C:2]1[NH:6][C:5]2[CH:7]=[C:8]([CH2:11][C:12]([NH:28][C@@H:21]([C:15]3[CH:20]=[CH:19][CH:18]=[CH:17][CH:16]=3)[CH2:22][N:23]3[CH2:24][CH2:25][CH2:26][CH2:27]3)=[O:14])[CH:9]=[CH:10][C:4]=2[S:3]1. (2) Given the reactants [NH2:1][C:2]1[CH:9]=[CH:8][C:7]([O:10][CH2:11][CH3:12])=[CH:6][C:3]=1[CH:4]=O.[CH3:13][O:14][C:15]1[CH:20]=[CH:19][CH:18]=[C:17]([O:21][CH3:22])[C:16]=1[CH2:23][CH2:24][C:25]#[N:26], predict the reaction product. The product is: [CH2:11]([O:10][C:7]1[CH:6]=[C:3]2[C:2](=[CH:9][CH:8]=1)[N:1]=[C:25]([NH2:26])[C:24]([CH2:23][C:16]1[C:17]([O:21][CH3:22])=[CH:18][CH:19]=[CH:20][C:15]=1[O:14][CH3:13])=[CH:4]2)[CH3:12]. (3) Given the reactants COC[O:4][C:5]1[CH:6]=[C:7]([CH:25]=[C:26]([O:32]COC)[C:27]=1[C:28]([O:30][CH3:31])=[O:29])[CH:8]=[C:9]1[S:13][C:12](=[O:14])[N:11]([CH2:15][C:16]2[CH:21]=[CH:20][C:19]([Cl:22])=[CH:18][C:17]=2[Cl:23])[C:10]1=[O:24].Cl.C(OC(C)C)(C)C, predict the reaction product. The product is: [OH:32][C:26]1[CH:25]=[C:7]([CH:6]=[C:5]([OH:4])[C:27]=1[C:28]([O:30][CH3:31])=[O:29])[CH:8]=[C:9]1[S:13][C:12](=[O:14])[N:11]([CH2:15][C:16]2[CH:21]=[CH:20][C:19]([Cl:22])=[CH:18][C:17]=2[Cl:23])[C:10]1=[O:24]. (4) Given the reactants [C:1]([O:5][C:6]([N:8]1[CH2:13][C:12](=O)[N:11]([C:15]2[CH:20]=[CH:19][CH:18]=[CH:17][C:16]=2[O:21][CH2:22][CH2:23][CH2:24][O:25][CH3:26])[CH2:10][C:9]1([CH3:28])[CH3:27])=[O:7])([CH3:4])([CH3:3])[CH3:2].[OH-].[Na+].O, predict the reaction product. The product is: [C:1]([O:5][C:6]([N:8]1[CH2:13][CH2:12][N:11]([C:15]2[CH:20]=[CH:19][CH:18]=[CH:17][C:16]=2[O:21][CH2:22][CH2:23][CH2:24][O:25][CH3:26])[CH2:10][C:9]1([CH3:28])[CH3:27])=[O:7])([CH3:4])([CH3:3])[CH3:2]. (5) The product is: [CH2:16]([O:15][C:13](=[O:14])[CH2:12][N:9]1[C:6]([CH3:7])=[CH:5][N:4]([CH2:2][CH3:3])[C:10]1=[O:11])[CH3:17]. Given the reactants Cl.[CH2:2]([NH:4][CH2:5][C:6](=O)[CH3:7])[CH3:3].[N:9]([CH2:12][C:13]([O:15][CH2:16][CH3:17])=[O:14])=[C:10]=[O:11].C(=O)([O-])[O-].[Cs+].[Cs+], predict the reaction product. (6) Given the reactants [F:1][C:2]1[CH:7]=[CH:6][C:5]([C:8]2[S:12][C:11]([CH:13]=[CH:14][C:15]([OH:17])=[O:16])=[CH:10][CH:9]=2)=[CH:4][CH:3]=1.CO.C(O)(=O)C, predict the reaction product. The product is: [F:1][C:2]1[CH:3]=[CH:4][C:5]([C:8]2[S:12][C:11]([CH2:13][CH2:14][C:15]([OH:17])=[O:16])=[CH:10][CH:9]=2)=[CH:6][CH:7]=1.